Dataset: Experimentally validated miRNA-target interactions with 360,000+ pairs, plus equal number of negative samples. Task: Binary Classification. Given a miRNA mature sequence and a target amino acid sequence, predict their likelihood of interaction. (1) The miRNA is dme-miR-2c-3p with sequence UAUCACAGCCAGCUUUGAUGGGC. The protein sequence of the target gene is MAMSLQGSRRASAGSRRRTSPPVSVRDAYGTSSLSSSSNSGSCKGSDSSPTPRRSMKYTLCSDNHGIKPPTPEQYLTPLQQKEVCIRHLKARLKDTQDRLQDRDTEIDDLKTQLSRMQEDWIEEECHRVEAQLALKEARKEIRQLKQVIDTVKNNLIDKDKGLQKYFVDINIQNKKLETLLHSMEVAQNGVAKEEGTGESAGGSPARSLTRSSTYTKLSDPAVCGDRQPGDPSNTSAEDGADSGYVAADDTLSRTDALEASSLLSSGVDCGLEEASLHSSFNLGPRFPASNTYEKLLCGM.... Result: 0 (no interaction). (2) The miRNA is hsa-miR-433-3p with sequence AUCAUGAUGGGCUCCUCGGUGU. The protein sequence of the target gene is MKVKIKCWNGVATWLWVANDENCGICRMAFNGCCPDCKVPGDDCPLVWGQCSHCFHMHCILKWLHAQQVQQHCPMCRQEWKFKE. Result: 0 (no interaction). (3) The miRNA is hsa-miR-187-3p with sequence UCGUGUCUUGUGUUGCAGCCGG. The protein sequence of the target gene is MWLYLAVFVGLYYLLHWYRERQVLSHLRDKYVFITGCDSGFGKLLARQLDARGLRVLAACLTEKGAEQLRGQTSDRLETVTLDVTKTESVAAAAQWVKECVRDKGLWGLVNNAGISLPTAPNELLTKQDFVTILDVNLLGVIDVTLSLLPLVRRARGRVVNVSSVMGRVSLFGGGYCISKYGVEAFSDSLRRELSYFGVKVAMIEPGYFKTAVTSKERFLKSFLEIWDRSSPEVKEAYGEKFVADYKKSAEQMEQKCTQDLSLVTNCMEHALIACHPRTRYSAGWDAKLLYLPMSYMPTF.... Result: 0 (no interaction). (4) Result: 0 (no interaction). The protein sequence of the target gene is MKIWSSEHVFGHPWDTVIQAAMRKYPNPMNPSVLGVDVLQRRVDGRGRLHSLRLLSTEWGLPSLVRAILGTSRTLTYIREHSVVDPVEKKMELCSTNITLTNLVSVNERLVYTPHPENPEMTVLTQEAIITVKGISLGSYLESLMANTISSNAKKGWAAIEWIIEHSESAVS. The miRNA is hsa-miR-4433b-3p with sequence CAGGAGUGGGGGGUGGGACGU. (5) The miRNA is hsa-miR-1973 with sequence ACCGUGCAAAGGUAGCAUA. The protein sequence of the target gene is MKLSLVAAVLLLLLGTARAEEEDKKEDVGTVVGIDLGTTYSCVGVFKNGRVEIIANDQGNRITPSYVAFTPEGERLIGDAAKNQLTSNPENTVFDAKRLIGRTWNDPSVQQDIKFLPFKVVEKKTKPYIQVDVGGGQTKTFAPEEISAMVLTKMKETAEAYLGKKVTHAVVTVPAYFNDAQRQATKDAGTIAGLNVMRIINEPTAAAIAYGLDKREGEKNILVFDLGGGTFDVSLLTIDNGVFEVVATNGDTHLGGEDFDQRVMEHFIKLYKKKTGKDVRKDNRAVQKLRREVEKAKRAL.... Result: 0 (no interaction). (6) The miRNA is hsa-miR-433-3p with sequence AUCAUGAUGGGCUCCUCGGUGU. The protein sequence of the target gene is MEKSSSCESLGSQPAAARPPSVDSLSSASTSHSENSVHTKSASVVSSDSISTSADNFSPDLRVLRESNKLAEMEEPPLLPGENIKDMAKDVTYICPFTGAVRGTLTVTNYRLYFKSMERDPPFVLDASLGVINRVEKIGGASSRGENSYGLETVCKDIRNLRFAHKPEGRTRRSIFENLMKYAFPVSNNLPLFAFEYKEVFPENGWKLYDPLLEYRRQGIPNESWRITKINERYELCDTYPALLVVPANIPDEELKRVASFRSRGRIPVLSWIHPESQATITRCSQPMVGVSGKRSKEDE.... Result: 0 (no interaction). (7) The miRNA is hsa-miR-3161 with sequence CUGAUAAGAACAGAGGCCCAGAU. The protein sequence of the target gene is MSELEKAMVALIDVFHQYSGREGDKHKLKKSELKELINNELSHFLEEIKEQEVVDKVMETLDNDGDGECDFQEFMAFVAMVTTACHEFFEHE. Result: 0 (no interaction). (8) The miRNA is hsa-miR-5681a with sequence AGAAAGGGUGGCAAUACCUCUU. The protein sequence of the target gene is MGSRNSSSAGSGSGDPSEGLPRRGAGLRRSEEEEEEDEDVDLAQVLAYLLRRGQVRLVQGGGAANLQFIQALLDSEEENDRAWDGRLGDRYNPPVDATPDTRELEFNEIKTQVELATGQLGLRRAAQKHSFPRMLHQRERGLCHRGSFSLGEQSRVISHFLPNDLGFTDSYSQKAFCGIYSKDGQIFMSACQDQTIRLYDCRYGRFRKFKSIKARDVGWSVLDVAFTPDGNHFLYSSWSDYIHICNIYGEGDTHTALDLRPDERRFAVFSIAVSSDGREVLGGANDGCLYVFDREQNRRT.... Result: 1 (interaction).